This data is from Forward reaction prediction with 1.9M reactions from USPTO patents (1976-2016). The task is: Predict the product of the given reaction. (1) Given the reactants [Cl:1][C:2]1[C:3]([F:11])=[C:4]([CH:8]=[CH:9][CH:10]=1)[CH2:5][Mg]Br.[ClH:12].[CH2:13]1[CH2:17][O:16][CH2:15][CH2:14]1, predict the reaction product. The product is: [Cl:1][C:2]1[C:3]([F:11])=[C:4]([CH2:5][C:15]([C:14]2[CH:13]=[CH:17][C:3]([F:11])=[C:2]([Cl:12])[CH:10]=2)=[O:16])[CH:8]=[CH:9][CH:10]=1. (2) Given the reactants [C:1]([O:5][C:6](=[O:30])[NH:7][CH2:8][CH:9]([O:22][CH2:23][C:24]1[CH:29]=[CH:28][CH:27]=[CH:26][CH:25]=1)[C:10]1[NH:14][N:13]=[C:12]([C:15]2[CH:20]=[CH:19][C:18]([Cl:21])=[CH:17][CH:16]=2)[CH:11]=1)([CH3:4])([CH3:3])[CH3:2].Br[C:32]1[N:37]=[CH:36][CH:35]=[CH:34][N:33]=1.C([O-])([O-])=O.[Cs+].[Cs+].N1C2C(=CC=C3C=2N=CC=C3)C=CC=1, predict the reaction product. The product is: [CH2:23]([O:22][CH:9]([C:10]1[N:14]([C:32]2[N:37]=[CH:36][CH:35]=[CH:34][N:33]=2)[N:13]=[C:12]([C:15]2[CH:20]=[CH:19][C:18]([Cl:21])=[CH:17][CH:16]=2)[CH:11]=1)[CH2:8][NH:7][C:6](=[O:30])[O:5][C:1]([CH3:4])([CH3:2])[CH3:3])[C:24]1[CH:29]=[CH:28][CH:27]=[CH:26][CH:25]=1.